From a dataset of Full USPTO retrosynthesis dataset with 1.9M reactions from patents (1976-2016). Predict the reactants needed to synthesize the given product. (1) The reactants are: [CH2:1]([NH2:5])[CH2:2][CH2:3][CH3:4].[C:6]([O:10][C:11](=[O:14])[CH2:12]Br)([CH3:9])([CH3:8])[CH3:7]. Given the product [C:6]([O:10][C:11](=[O:14])[CH2:12][NH:5][CH2:1][CH2:2][CH2:3][CH3:4])([CH3:9])([CH3:8])[CH3:7], predict the reactants needed to synthesize it. (2) The reactants are: [CH2:1]([O:8][C:9](=[O:16])[C:10]1[CH:15]=[CH:14][CH:13]=[CH:12][CH:11]=1)[C:2]1C=CC=CC=1. Given the product [C:10]1([CH2:9][C:15]2[CH:14]=[CH:13][CH:12]=[CH:11][C:10]=2[C:9]([O:8][CH2:1][CH3:2])=[O:16])[CH:15]=[CH:14][CH:13]=[CH:12][CH:11]=1, predict the reactants needed to synthesize it. (3) Given the product [I:42][CH2:43][C:30]1([C:34]([O:36][CH3:37])=[O:35])[CH2:31][CH2:32][CH2:33][CH:28]([C:38]([O:40][CH3:41])=[O:39])[CH2:29]1, predict the reactants needed to synthesize it. The reactants are: C(NC(C)C)(C)C.C([Li])CCC.CCCCCC.CN1C(=O)N(C)CCC1.[CH:28]1([C:38]([O:40][CH3:41])=[O:39])[CH2:33][CH2:32][CH2:31][CH:30]([C:34]([O:36][CH3:37])=[O:35])[CH2:29]1.[I:42][CH2:43]I. (4) Given the product [Cl:16][C:15]1[C:2]([Cl:1])=[CH:3][C:4]2[N:8]([CH2:30][C:29]3[CH:32]=[CH:33][C:26]([S:25][C:24]([F:35])([F:23])[F:34])=[CH:27][CH:28]=3)[C:7]([CH2:9][C:10]([F:12])([F:13])[F:11])=[N:6][C:5]=2[CH:14]=1, predict the reactants needed to synthesize it. The reactants are: [Cl:1][C:2]1[C:15]([Cl:16])=[CH:14][C:5]2[NH:6][C:7]([CH2:9][C:10]([F:13])([F:12])[F:11])=[N:8][C:4]=2[CH:3]=1.C(=O)([O-])[O-].[K+].[K+].[F:23][C:24]([F:35])([F:34])[S:25][C:26]1[CH:33]=[CH:32][C:29]([CH2:30]Br)=[CH:28][CH:27]=1. (5) The reactants are: [Cl:1][C:2]1[CH:3]=[CH:4][C:5]([C:25]#[N:26])=[C:6]([C:8]2[C:13]([O:14][CH3:15])=[CH:12][N:11]([CH2:16][C:17]([O:19][C:20]([CH3:23])([CH3:22])[CH3:21])=[O:18])[C:10](=[O:24])[CH:9]=2)[CH:7]=1.[CH2:27](I)[CH:28]([CH3:30])[CH3:29]. Given the product [Cl:1][C:2]1[CH:3]=[CH:4][C:5]([C:25]#[N:26])=[C:6]([C:8]2[C:13]([O:14][CH3:15])=[CH:12][N:11]([CH:16]([CH2:27][CH:28]([CH3:30])[CH3:29])[C:17]([O:19][C:20]([CH3:21])([CH3:22])[CH3:23])=[O:18])[C:10](=[O:24])[CH:9]=2)[CH:7]=1, predict the reactants needed to synthesize it. (6) The reactants are: [N:1]1[CH:6]=[CH:5][N:4]=[CH:3][C:2]=1[NH:7][C:8]([N:10]1[CH2:13][CH:12]([O:14][C:15]2[CH:20]=[CH:19][C:18](Br)=[CH:17][N:16]=2)[CH2:11]1)=[O:9].[F:22][C:23]1[CH:28]=[CH:27][CH:26]=[CH:25][C:24]=1B(O)O.C(=O)([O-])[O-].[K+].[K+].C(Cl)Cl. Given the product [N:1]1[CH:6]=[CH:5][N:4]=[CH:3][C:2]=1[NH:7][C:8]([N:10]1[CH2:13][CH:12]([O:14][C:15]2[CH:20]=[CH:19][C:18]([C:24]3[CH:25]=[CH:26][CH:27]=[CH:28][C:23]=3[F:22])=[CH:17][N:16]=2)[CH2:11]1)=[O:9], predict the reactants needed to synthesize it. (7) The reactants are: [N+:1]([C:4]1[CH:5]=[C:6]2[C:10](=[CH:11][C:12]=1[OH:13])[NH:9][N:8]=[CH:7]2)([O-:3])=[O:2].[Cl:14][CH2:15][CH2:16][CH2:17][CH2:18]O. Given the product [Cl:14][CH2:15][CH2:16][CH2:17][CH2:18][O:13][C:12]1[CH:11]=[C:10]2[C:6]([CH:7]=[N:8][NH:9]2)=[CH:5][C:4]=1[N+:1]([O-:3])=[O:2], predict the reactants needed to synthesize it. (8) Given the product [NH:15]1[C:16]2[C:12](=[CH:11][C:10]([CH2:9][CH:5]([O:4][CH2:1][CH2:2][CH3:3])[C:6]([OH:8])=[O:7])=[CH:18][CH:17]=2)[CH:13]=[CH:14]1, predict the reactants needed to synthesize it. The reactants are: [CH2:1]([O:4][CH:5]([CH2:9][C:10]1[CH:11]=[C:12]2[C:16](=[CH:17][CH:18]=1)[N:15](COCC[Si](C)(C)C)[CH:14]=[CH:13]2)[C:6]([OH:8])=[O:7])[CH2:2][CH3:3].C(N)CN.[F-].C([N+](CCCC)(CCCC)CCCC)CCC. (9) Given the product [CH3:1][O:2][C:3](=[O:40])[NH:4][CH:5]([C:13]([N:15]1[CH2:19][CH2:18][CH2:17][CH:16]1[C:20]1[NH:21][C:22]([C:25]2[CH:30]=[CH:29][C:28]([C:64]3[CH:65]=[CH:66][C:61]([C:58]4[NH:57][C:56]([CH:52]5[CH2:53][CH2:54][CH2:55][N:51]5[C:49](=[O:50])[CH:45]([NH:44][C:43]([O:42][CH3:41])=[O:68])[CH:46]([CH3:48])[CH3:47])=[N:60][CH:59]=4)=[CH:62][CH:63]=3)=[CH:27][CH:26]=2)=[CH:23][N:24]=1)=[O:14])[C:6]([S:9]([CH3:12])(=[O:10])=[O:11])([CH3:7])[CH3:8], predict the reactants needed to synthesize it. The reactants are: [CH3:1][O:2][C:3](=[O:40])[NH:4][CH:5]([C:13]([N:15]1[CH2:19][CH2:18][CH2:17][CH:16]1[C:20]1[NH:21][C:22]([C:25]2[CH:30]=[CH:29][C:28](B3OC(C)(C)C(C)(C)O3)=[CH:27][CH:26]=2)=[CH:23][N:24]=1)=[O:14])[C:6]([S:9]([CH3:12])(=[O:11])=[O:10])([CH3:8])[CH3:7].[CH3:41][O:42][C:43](=[O:68])[NH:44][CH:45]([C:49]([N:51]1[CH2:55][CH2:54][CH2:53][CH:52]1[C:56]1[NH:57][C:58]([C:61]2[CH:66]=[CH:65][C:64](Br)=[CH:63][CH:62]=2)=[CH:59][N:60]=1)=[O:50])[CH:46]([CH3:48])[CH3:47].C([O-])(O)=O.[Na+]. (10) The reactants are: Cl.[NH2:2][C:3]([NH2:5])=[NH:4].C[O-].[Na+].Cl.Cl[C:11]([C:13]1[CH:17]=[CH:16][N:15]([C:18]2[CH:27]=[CH:26][CH:25]=[C:24]3[C:19]=2[CH:20]=[CH:21][CH:22]=[N:23]3)[CH:14]=1)=[O:12]. Given the product [NH:4]([C:11]([C:13]1[CH:17]=[CH:16][N:15]([C:18]2[CH:27]=[CH:26][CH:25]=[C:24]3[C:19]=2[CH:20]=[CH:21][CH:22]=[N:23]3)[CH:14]=1)=[O:12])[C:3]([NH2:5])=[NH:2], predict the reactants needed to synthesize it.